Task: Predict the product of the given reaction.. Dataset: Forward reaction prediction with 1.9M reactions from USPTO patents (1976-2016) (1) Given the reactants Cl[C:2]1[C:11]2[C:6](=[CH:7][C:8]([C:12]3[C:13]([CH3:18])=[N:14][O:15][C:16]=3[CH3:17])=[CH:9][CH:10]=2)[N:5]=[CH:4][C:3]=1[C:19]([NH2:21])=[O:20].[NH2:22][C:23]1[CH:24]=[C:25]([C:32]([OH:34])=[O:33])[CH:26]=[C:27]([C:29]([OH:31])=[O:30])[CH:28]=1, predict the reaction product. The product is: [NH2:21][C:19]([C:3]1[CH:4]=[N:5][C:6]2[C:11]([C:2]=1[NH:22][C:23]1[CH:24]=[C:25]([C:32]([OH:34])=[O:33])[CH:26]=[C:27]([C:29]([OH:31])=[O:30])[CH:28]=1)=[CH:10][CH:9]=[C:8]([C:12]1[C:13]([CH3:18])=[N:14][O:15][C:16]=1[CH3:17])[CH:7]=2)=[O:20]. (2) Given the reactants [F:1][C:2]([F:32])([F:31])[C:3]1[CH:4]=[C:5]([CH:24]=[C:25]([C:27]([F:30])([F:29])[F:28])[CH:26]=1)[CH2:6][N:7]([CH2:12][C:13]1[CH:18]=[C:17]([C:19]([F:22])([F:21])[F:20])[CH:16]=[CH:15][C:14]=1I)[C:8](=[O:11])[O:9][CH3:10].C(=O)([O-])[O-].[K+].[K+].O1[CH2:44][CH2:43][O:42][CH2:41]C1, predict the reaction product. The product is: [F:1][C:2]([F:32])([F:31])[C:3]1[CH:4]=[C:5]([CH:24]=[C:25]([C:27]([F:30])([F:29])[F:28])[CH:26]=1)[CH2:6][N:7]([CH2:12][C:13]1[CH:18]=[C:17]([C:19]([F:22])([F:21])[F:20])[CH:16]=[CH:15][C:14]=1[C:25]1[CH:26]=[C:3]([CH2:4][CH3:5])[CH:2]=[CH:44][C:43]=1[O:42][CH3:41])[C:8](=[O:11])[O:9][CH3:10]. (3) Given the reactants Cl[C:2]1[N:7]2[N:8]=[C:9]([NH:11][C:12](=[O:19])[C:13]3[CH:18]=[CH:17][CH:16]=[N:15][CH:14]=3)[N:10]=[C:6]2[CH:5]=[C:4]([C:20]([F:23])([F:22])[F:21])[CH:3]=1.[NH2:24][CH:25]1[CH2:30][CH2:29][CH2:28][CH:27]([OH:31])[CH2:26]1.Cl, predict the reaction product. The product is: [CH:12]([OH:19])=[O:31].[OH:31][CH:27]1[CH2:28][CH2:29][CH2:30][CH:25]([NH:24][C:2]2[N:7]3[N:8]=[C:9]([NH:11][C:12](=[O:19])[C:13]4[CH:18]=[CH:17][CH:16]=[N:15][CH:14]=4)[N:10]=[C:6]3[CH:5]=[C:4]([C:20]([F:23])([F:22])[F:21])[CH:3]=2)[CH2:26]1. (4) Given the reactants [CH3:1][O:2][C:3]1[CH:8]=[C:7]([N+:9]([O-:11])=[O:10])[C:6]([O:12]C)=[CH:5][C:4]=1[CH3:14].B(Cl)(Cl)Cl, predict the reaction product. The product is: [CH3:1][O:2][C:3]1[C:4]([CH3:14])=[CH:5][C:6]([OH:12])=[C:7]([N+:9]([O-:11])=[O:10])[CH:8]=1. (5) Given the reactants [NH:1]1[C:9]2[C:4](=[CH:5][CH:6]=[CH:7][CH:8]=2)[C:3]2([CH2:13][O:12][C:11]3=[CH:14][C:15]4[CH2:19][CH2:18][O:17][C:16]=4[CH:20]=[C:10]23)[C:2]1=[O:21].N1C2C(=CC=CC=2)C2(C3=CC4OCOC=4C=C3OC2)C1=O.CC1C=CC(S(O[CH2:54][C@@H:55]2[CH2:60][O:59][CH2:58][CH2:57][O:56]2)(=O)=O)=CC=1.CC1C=CC(S(OC[C@H]2COCCO2)(=O)=O)=CC=1, predict the reaction product. The product is: [O:56]1[CH2:57][CH2:58][O:59][CH2:60][C@H:55]1[CH2:54][N:1]1[C:9]2[C:4](=[CH:5][CH:6]=[CH:7][CH:8]=2)[C:3]2([CH2:13][O:12][C:11]3=[CH:14][C:15]4[CH2:19][CH2:18][O:17][C:16]=4[CH:20]=[C:10]23)[C:2]1=[O:21]. (6) Given the reactants [CH:1]1([CH2:4][O:5][C:6]2[C:7]([OH:24])=[C:8]([C:14]3[CH:22]=[CH:21][CH:20]=[C:19]4[C:15]=3[CH2:16][CH2:17][C:18]4=[O:23])[CH:9]=[CH:10][C:11]=2[O:12][CH3:13])[CH2:3][CH2:2]1.C(=O)([O-])[O-].[K+].[K+].[CH3:31][CH2:32][CH2:33]Br, predict the reaction product. The product is: [CH:1]1([CH2:4][O:5][C:6]2[C:7]([O:24][CH2:31][CH2:32][CH3:33])=[C:8]([C:14]3[CH:22]=[CH:21][CH:20]=[C:19]4[C:15]=3[CH2:16][CH2:17][C:18]4=[O:23])[CH:9]=[CH:10][C:11]=2[O:12][CH3:13])[CH2:3][CH2:2]1. (7) Given the reactants [Br:1][C:2]1[C:3](Cl)=[N:4][CH:5]=[C:6]([CH:22]=1)[C:7]([NH:9][C:10]1[CH:15]=[CH:14][C:13]([S:16]([F:21])([F:20])([F:19])([F:18])[F:17])=[CH:12][CH:11]=1)=[O:8].[NH:24]1[CH2:28][CH2:27][C@@H:26]([OH:29])[CH2:25]1, predict the reaction product. The product is: [Br:1][C:2]1[C:3]([N:24]2[CH2:28][CH2:27][C@@H:26]([OH:29])[CH2:25]2)=[N:4][CH:5]=[C:6]([CH:22]=1)[C:7]([NH:9][C:10]1[CH:15]=[CH:14][C:13]([S:16]([F:21])([F:20])([F:19])([F:18])[F:17])=[CH:12][CH:11]=1)=[O:8]. (8) Given the reactants [Cl:1][C:2]1[N:7]=[CH:6][N:5]=[C:4]([NH:8][CH3:9])[C:3]=1[NH2:10].[F:11][C:12]([F:22])([F:21])[C:13]1[CH:20]=[CH:19][C:16]([CH:17]=O)=[CH:15][N:14]=1, predict the reaction product. The product is: [Cl:1][C:2]1[N:7]=[CH:6][N:5]=[C:4]2[C:3]=1[N:10]=[C:17]([C:16]1[CH:15]=[N:14][C:13]([C:12]([F:22])([F:21])[F:11])=[CH:20][CH:19]=1)[N:8]2[CH3:9]. (9) Given the reactants [CH2:1]([N:5]([S:15]([C:18]1[CH:23]=[CH:22][C:21]([CH3:24])=[CH:20][CH:19]=1)(=[O:17])=[O:16])[C@H:6]([C:12]([OH:14])=[O:13])[CH2:7][CH2:8][CH2:9][CH2:10][NH2:11])[CH:2]([CH3:4])[CH3:3].[C:25]([O:29][C:30]([NH:32][C@H:33]([C:44](O)=[O:45])[C@@H:34]([CH3:43])[O:35][CH2:36][C:37]1[CH:42]=[CH:41][CH:40]=[CH:39][CH:38]=1)=[O:31])([CH3:28])([CH3:27])[CH3:26], predict the reaction product. The product is: [CH3:24][C:21]1[CH:22]=[CH:23][C:18]([S:15]([N:5]([C@H:6]([C:12]([OH:14])=[O:13])[CH2:7][CH2:8][CH2:9][CH2:10][NH:11][C:44]([C@@H:33]([NH:32][C:30]([O:29][C:25]([CH3:26])([CH3:28])[CH3:27])=[O:31])[C@H:34]([O:35][CH2:36][C:37]2[CH:42]=[CH:41][CH:40]=[CH:39][CH:38]=2)[CH3:43])=[O:45])[CH2:1][CH:2]([CH3:3])[CH3:4])(=[O:17])=[O:16])=[CH:19][CH:20]=1.